Dataset: Forward reaction prediction with 1.9M reactions from USPTO patents (1976-2016). Task: Predict the product of the given reaction. Given the reactants [CH3:1][C:2]1[CH:7]=[C:6]([CH3:8])[N:5]=[C:4]([N:9]2[CH2:16][CH:15]3[CH:11]([CH2:12][NH:13][CH2:14]3)[CH2:10]2)[N:3]=1.CC(O)=O.[CH3:21][C:22]1[C:23]([N:31]2[CH:35]=[CH:34][N:33]=[N:32]2)=[C:24]([CH:28]=[CH:29][CH:30]=1)[C:25](O)=[O:26], predict the reaction product. The product is: [CH3:1][C:2]1[CH:7]=[C:6]([CH3:8])[N:5]=[C:4]([N:9]2[CH2:16][CH:15]3[CH2:14][N:13]([C:25]([C:24]4[CH:28]=[CH:29][CH:30]=[C:22]([CH3:21])[C:23]=4[N:31]4[CH:35]=[CH:34][N:33]=[N:32]4)=[O:26])[CH2:12][CH:11]3[CH2:10]2)[N:3]=1.